This data is from Catalyst prediction with 721,799 reactions and 888 catalyst types from USPTO. The task is: Predict which catalyst facilitates the given reaction. (1) Reactant: C(OC([N:8]1[CH2:13][CH2:12][C@H:11]([C:14]2[N:15]([CH2:27][CH2:28][N:29]3[CH2:32][CH2:31][CH2:30]3)[CH:16]=[C:17]([C:19]3[CH:24]=[CH:23][C:22]([F:25])=[C:21]([CH3:26])[CH:20]=3)[N:18]=2)[C@H:10]([F:33])[CH2:9]1)=O)(C)(C)C.[ClH:34].O1CCOCC1. Product: [ClH:34].[ClH:34].[ClH:34].[ClH:34].[N:29]1([CH2:28][CH2:27][N:15]2[CH:16]=[C:17]([C:19]3[CH:24]=[CH:23][C:22]([F:25])=[C:21]([CH3:26])[CH:20]=3)[N:18]=[C:14]2[C@H:11]2[CH2:12][CH2:13][NH:8][CH2:9][C@H:10]2[F:33])[CH2:32][CH2:31][CH2:30]1. The catalyst class is: 5. (2) Reactant: [NH2:1][C:2]1[C:9]([N+:10]([O-:12])=[O:11])=[CH:8][CH:7]=[C:6](Cl)[C:3]=1[C:4]#[N:5].[CH3:14][O:15][C:16]1[CH:21]=[CH:20][CH:19]=[CH:18][C:17]=1B(O)O.P([O-])([O-])([O-])=O.[K+].[K+].[K+].C1(P(C2CCCCC2)C2C=CC=CC=2C2C=CC=CC=2N(C)C)CCCCC1. Product: [NH2:1][C:2]1[C:9]([N+:10]([O-:12])=[O:11])=[CH:8][CH:7]=[C:6]([C:17]2[CH:18]=[CH:19][CH:20]=[CH:21][C:16]=2[O:15][CH3:14])[C:3]=1[C:4]#[N:5]. The catalyst class is: 686. (3) Reactant: [F:1][C:2]1[CH:7]=[C:6]([N+:8]([O-:10])=[O:9])[C:5](F)=[CH:4][C:3]=1[CH3:12].[NH2:13][CH:14]1[CH2:19][CH2:18][N:17]([C:20]([O:22][C:23]([CH3:26])([CH3:25])[CH3:24])=[O:21])[CH2:16][CH2:15]1.C(N(C(C)C)CC)(C)C. Product: [F:1][C:2]1[C:3]([CH3:12])=[CH:4][C:5]([NH:13][CH:14]2[CH2:15][CH2:16][N:17]([C:20]([O:22][C:23]([CH3:26])([CH3:25])[CH3:24])=[O:21])[CH2:18][CH2:19]2)=[C:6]([N+:8]([O-:10])=[O:9])[CH:7]=1. The catalyst class is: 9. (4) Reactant: [C:1]([C:5]1[N:10]=[C:9]([C:11]([C:27]2[CH:32]=[CH:31][CH:30]=[C:29]([C:33]([CH3:36])([CH3:35])[CH3:34])[N:28]=2)([C:13]2[NH:14][CH:15]([C:21]3[CH:26]=[CH:25][CH:24]=[CH:23][N:22]=3)[N:16](COC)[CH:17]=2)O)[CH:8]=[CH:7][CH:6]=1)([CH3:4])([CH3:3])[CH3:2].[PH2](O)=O.I. Product: [C:33]([C:29]1[N:28]=[C:27]([CH:11]([C:9]2[CH:8]=[CH:7][CH:6]=[C:5]([C:1]([CH3:4])([CH3:3])[CH3:2])[N:10]=2)[C:13]2[NH:14][C:15]([C:21]3[CH:26]=[CH:25][CH:24]=[CH:23][N:22]=3)=[N:16][CH:17]=2)[CH:32]=[CH:31][CH:30]=1)([CH3:36])([CH3:35])[CH3:34]. The catalyst class is: 15. (5) Reactant: [H-].[Na+].[CH3:3]I.[C:5]12([C:15](=[O:28])[CH2:16][NH:17][C:18]3[CH:19]=[CH:20][C:21]4[S:25][C:24]([CH3:26])=[N:23][C:22]=4[CH:27]=3)[CH2:14][CH:9]3[CH2:10][CH:11]([CH2:13][CH:7]([CH2:8]3)[CH2:6]1)[CH2:12]2. Product: [C:5]12([C:15](=[O:28])[CH:16]([NH:17][C:18]3[CH:19]=[CH:20][C:21]4[S:25][C:24]([CH3:26])=[N:23][C:22]=4[CH:27]=3)[CH3:3])[CH2:14][CH:9]3[CH2:8][CH:7]([CH2:13][CH:11]([CH2:10]3)[CH2:12]1)[CH2:6]2. The catalyst class is: 3. (6) Reactant: [CH3:1][CH:2]([C:4]1[N:8]=[C:7]([N:9]2[CH2:14][CH2:13][CH:12]([CH2:15][O:16][C:17]3[CH:18]=[CH:19][C:20]([C:23]4[CH:28]=[CH:27][C:26]([S:29]([CH3:31])=[O:30])=[CH:25][CH:24]=4)=[N:21][CH:22]=3)[CH2:11][CH2:10]2)[O:6][N:5]=1)[CH3:3].C(=O)=O.CO. Product: [CH3:3][CH:2]([C:4]1[N:8]=[C:7]([N:9]2[CH2:14][CH2:13][CH:12]([CH2:15][O:16][C:17]3[CH:18]=[CH:19][C:20]([C:23]4[CH:28]=[CH:27][C:26]([S@:29]([CH3:31])=[O:30])=[CH:25][CH:24]=4)=[N:21][CH:22]=3)[CH2:11][CH2:10]2)[O:6][N:5]=1)[CH3:1]. The catalyst class is: 22. (7) Reactant: [H-].[Na+].[CH3:3][O:4][C:5]1[N:10]=[C:9]([NH2:11])[CH:8]=[CH:7][N:6]=1.Cl[C:13]1[S:14][C:15]([C:18]#[N:19])=[CH:16][N:17]=1. Product: [CH3:3][O:4][C:5]1[N:10]=[C:9]([NH:11][C:13]2[S:14][C:15]([C:18]#[N:19])=[CH:16][N:17]=2)[CH:8]=[CH:7][N:6]=1. The catalyst class is: 1. (8) Reactant: [Cl:1][C:2]1[CH:7]=[CH:6][C:5]([C@H:8]2[C:17]3[C:12](=[CH:13][C:14]([O:22][CH3:23])=[C:15]([O:18][CH:19]([CH3:21])[CH3:20])[CH:16]=3)[CH2:11][C:10](=[O:24])[N:9]2[C:25]2[CH:30]=[CH:29][C:28]([C:31]3([OH:35])[CH2:34][NH:33][CH2:32]3)=[CH:27][CH:26]=2)=[CH:4][CH:3]=1.CCN(C(C)C)C(C)C.Cl[C:46]([O:48][CH3:49])=[O:47]. Product: [CH3:49][O:48][C:46]([N:33]1[CH2:34][C:31]([C:28]2[CH:29]=[CH:30][C:25]([N:9]3[C:10](=[O:24])[CH2:11][C:12]4[C:17](=[CH:16][C:15]([O:18][CH:19]([CH3:20])[CH3:21])=[C:14]([O:22][CH3:23])[CH:13]=4)[C@@H:8]3[C:5]3[CH:6]=[CH:7][C:2]([Cl:1])=[CH:3][CH:4]=3)=[CH:26][CH:27]=2)([OH:35])[CH2:32]1)=[O:47]. The catalyst class is: 326.